Task: Predict the product of the given reaction.. Dataset: Forward reaction prediction with 1.9M reactions from USPTO patents (1976-2016) (1) Given the reactants [NH:1]([C:21]([O:23][C:24]([CH3:27])([CH3:26])[CH3:25])=[O:22])[C@H:2]([C:18]([OH:20])=[O:19])[CH2:3][CH2:4][CH2:5][CH2:6][NH:7][C:8]([O:10][CH2:11][C:12]1[CH:17]=[CH:16][CH:15]=[CH:14][CH:13]=1)=[O:9].[CH3:28]I, predict the reaction product. The product is: [CH2:11]([O:10][C:8]([NH:7][CH2:6][CH2:5][CH2:4][CH2:3][C@H:2]([NH:1][C:21]([O:23][C:24]([CH3:27])([CH3:26])[CH3:25])=[O:22])[C:18]([O:20][CH3:28])=[O:19])=[O:9])[C:12]1[CH:17]=[CH:16][CH:15]=[CH:14][CH:13]=1. (2) Given the reactants [Cl:1][C:2]1[C:3]([N:9]2[CH2:14][CH2:13][O:12][CH2:11][CH2:10]2)=[CH:4][C:5]([NH2:8])=[N:6][CH:7]=1.Br[N:16]1[CH:21]=[CH:20][N:19]=[C:18]([C:22]#[N:23])[CH2:17]1.CC(C)([O-])C.[Na+].C1C=CC(P(C2C(C3C(P(C4C=CC=CC=4)C4C=CC=CC=4)=CC=C4C=3C=CC=C4)=C3C(C=CC=C3)=CC=2)C2C=CC=CC=2)=CC=1, predict the reaction product. The product is: [Cl:1][C:2]1[C:3]([N:9]2[CH2:14][CH2:13][O:12][CH2:11][CH2:10]2)=[CH:4][C:5]([NH:8][C:21]2[N:16]=[CH:17][C:18]([C:22]#[N:23])=[N:19][CH:20]=2)=[N:6][CH:7]=1. (3) Given the reactants [CH3:1][C:2]1[N:3]=[C:4]([C:8]2[C:13]([O:14][C:15]3[C:24]4[C:19](=[CH:20][C:21]([OH:27])=[C:22]([O:25][CH3:26])[CH:23]=4)[N:18]=[CH:17][CH:16]=3)=[CH:12][C:11]([CH3:28])=[C:10]([CH3:29])[N:9]=2)[S:5][C:6]=1[CH3:7].C(=O)([O-])[O-].[K+].[K+].Br[CH2:37][CH2:38][CH2:39][OH:40], predict the reaction product. The product is: [CH3:1][C:2]1[N:3]=[C:4]([C:8]2[C:13]([O:14][C:15]3[C:24]4[C:19](=[CH:20][C:21]([O:27][CH2:37][CH2:38][CH2:39][OH:40])=[C:22]([O:25][CH3:26])[CH:23]=4)[N:18]=[CH:17][CH:16]=3)=[CH:12][C:11]([CH3:28])=[C:10]([CH3:29])[N:9]=2)[S:5][C:6]=1[CH3:7]. (4) The product is: [NH2:21][C:14]1[CH:15]=[C:16]([O:19][CH3:20])[CH:17]=[CH:18][C:13]=1[CH:2]([OH:1])[CH:3]([C:9]([CH3:12])([CH3:11])[CH3:10])[C:4]([O:6][CH2:7][CH3:8])=[O:5]. Given the reactants [OH:1][CH:2]([C:13]1[CH:18]=[CH:17][C:16]([O:19][CH3:20])=[CH:15][C:14]=1[N+:21]([O-])=O)[CH:3]([C:9]([CH3:12])([CH3:11])[CH3:10])[C:4]([O:6][CH2:7][CH3:8])=[O:5].[H][H], predict the reaction product. (5) Given the reactants [N:1]12[CH2:8][CH2:7][C:4]([O:9][C:10](=[O:38])[NH:11][C:12]3[CH:17]=[C:16]([CH2:18][CH2:19][CH2:20][C:21]([NH:23][C:24]4[CH:29]=[CH:28][C:27]([CH:30]=O)=[CH:26][CH:25]=4)=[O:22])[CH:15]=[CH:14][C:13]=3[C:32]3[CH:37]=[CH:36][CH:35]=[CH:34][CH:33]=3)([CH2:5][CH2:6]1)[CH2:3][CH2:2]2.C(O)(=O)C.[NH2:43][CH2:44][C@@H:45]([C:54]1[CH:63]=[CH:62][C:61]([OH:64])=[C:60]2[C:55]=1[CH:56]=[CH:57][C:58](=[O:65])[NH:59]2)[O:46][Si:47]([C:50]([CH3:53])([CH3:52])[CH3:51])([CH3:49])[CH3:48].C(O[BH-](OC(=O)C)OC(=O)C)(=O)C.[Na+], predict the reaction product. The product is: [N:1]12[CH2:6][CH2:5][C:4]([O:9][C:10](=[O:38])[NH:11][C:12]3[CH:17]=[C:16]([CH2:18][CH2:19][CH2:20][C:21]([NH:23][C:24]4[CH:25]=[CH:26][C:27]([CH2:30][NH:43][CH2:44][C@H:45]([O:46][Si:47]([C:50]([CH3:53])([CH3:52])[CH3:51])([CH3:49])[CH3:48])[C:54]5[CH:63]=[CH:62][C:61]([OH:64])=[C:60]6[C:55]=5[CH:56]=[CH:57][C:58](=[O:65])[NH:59]6)=[CH:28][CH:29]=4)=[O:22])[CH:15]=[CH:14][C:13]=3[C:32]3[CH:33]=[CH:34][CH:35]=[CH:36][CH:37]=3)([CH2:7][CH2:8]1)[CH2:3][CH2:2]2.